This data is from Reaction yield outcomes from USPTO patents with 853,638 reactions. The task is: Predict the reaction yield, written as a fraction of the theoretical maximum amount of product (1.0 means a 100% yield; for example, 0.34 means a 34% yield). The yield is 0.580. The reactants are [CH3:1][O:2][C:3]1[CH:4]=[C:5]([CH:9]=[CH:10][CH:11]=1)[CH2:6]CN.[C:12](=[O:15])([O-:14])[O-].[Cs+].[Cs+].[CH2:18](Br)[CH:19]=[CH:20][C:21]1[CH:26]=[CH:25][CH:24]=[CH:23][CH:22]=1.[CH3:28][N:29](C=[O:32])C. The catalyst is O. The product is [C:3]([OH:2])(=[O:32])/[CH:11]=[CH:10]/[C:12]([OH:14])=[O:15].[CH3:1][O:2][C:3]1[CH:11]=[CH:10][C:9]2[CH:20]([C:21]3[CH:26]=[CH:25][CH:24]=[CH:23][CH:22]=3)[CH2:19][CH2:18][N:29]([CH3:28])[CH2:6][C:5]=2[CH:4]=1.